From a dataset of Catalyst prediction with 721,799 reactions and 888 catalyst types from USPTO. Predict which catalyst facilitates the given reaction. Reactant: [Cl:1][C:2]1[CH:3]=[C:4]([CH:18]=[C:19]([Cl:22])[C:20]=1[Cl:21])[CH2:5][N:6]1[CH:10]=[C:9]([C:11]2[S:12][C:13]([C:16]#[N:17])=[CH:14][N:15]=2)[N:8]=[N:7]1.[Cl-].[NH4+].[N-:25]=[N+:26]=[N-:27].[Na+].Cl. Product: [Cl:1][C:2]1[CH:3]=[C:4]([CH:18]=[C:19]([Cl:22])[C:20]=1[Cl:21])[CH2:5][N:6]1[CH:10]=[C:9]([C:11]2[S:12][C:13]([C:16]3[NH:27][N:26]=[N:25][N:17]=3)=[CH:14][N:15]=2)[N:8]=[N:7]1. The catalyst class is: 3.